From a dataset of Full USPTO retrosynthesis dataset with 1.9M reactions from patents (1976-2016). Predict the reactants needed to synthesize the given product. (1) Given the product [Br:44][C:8]1[CH:7]=[C:6]([C:9]2[C:10]([CH3:15])=[N:11][CH:12]=[CH:13][CH:14]=2)[CH:5]=[CH:4][C:3]=1[O:2][CH3:1], predict the reactants needed to synthesize it. The reactants are: [CH3:1][O:2][C:3]1[CH:8]=[CH:7][C:6]([C:9]2[C:10]([CH3:15])=[N:11][CH:12]=[CH:13][CH:14]=2)=[CH:5][CH:4]=1.ClC1C=CC(C(F)(F)F)=CC=1[C@H]1N(C(OC(C)(C)C)=O)[C@H](C(OCC)=O)CC1.[Br:44]Br. (2) Given the product [CH2:1]([N:3]1[C:15]2[C:14](=[O:16])[N:13]([C:19]3[CH:20]=[N:21][CH:22]=[CH:23][C:24]=3[CH3:25])[CH:12]([CH3:17])[CH2:11][C:10]=2[C:9]2[C:4]1=[CH:5][CH:6]=[CH:7][CH:8]=2)[CH3:2], predict the reactants needed to synthesize it. The reactants are: [CH2:1]([N:3]1[C:15]2[C:14](=[O:16])[NH:13][CH:12]([CH3:17])[CH2:11][C:10]=2[C:9]2[C:4]1=[CH:5][CH:6]=[CH:7][CH:8]=2)[CH3:2].I[C:19]1[CH:20]=[N:21][CH:22]=[CH:23][C:24]=1[CH3:25].[O-]P([O-])([O-])=O.[K+].[K+].[K+].CN[C@@H]1CCCC[C@H]1NC.